This data is from Peptide-MHC class I binding affinity with 185,985 pairs from IEDB/IMGT. The task is: Regression. Given a peptide amino acid sequence and an MHC pseudo amino acid sequence, predict their binding affinity value. This is MHC class I binding data. (1) The peptide sequence is TRSFTTHFL. The MHC is HLA-A29:02 with pseudo-sequence HLA-A29:02. The binding affinity (normalized) is 0.0847. (2) The peptide sequence is YTAVVPLVH. The MHC is HLA-B58:01 with pseudo-sequence HLA-B58:01. The binding affinity (normalized) is 0.471. (3) The peptide sequence is SPAIFQYTM. The MHC is HLA-A02:01 with pseudo-sequence HLA-A02:01. The binding affinity (normalized) is 0.0238. (4) The peptide sequence is DINITHTNIT. The MHC is HLA-A68:02 with pseudo-sequence HLA-A68:02. The binding affinity (normalized) is 0.0709. (5) The peptide sequence is IPVRRGYTT. The MHC is HLA-A11:01 with pseudo-sequence HLA-A11:01. The binding affinity (normalized) is 0.0847. (6) The peptide sequence is WRQWIPAGI. The MHC is HLA-A80:01 with pseudo-sequence HLA-A80:01. The binding affinity (normalized) is 0.0847.